Dataset: TCR-epitope binding with 47,182 pairs between 192 epitopes and 23,139 TCRs. Task: Binary Classification. Given a T-cell receptor sequence (or CDR3 region) and an epitope sequence, predict whether binding occurs between them. (1) The epitope is KLSYGIATV. The TCR CDR3 sequence is CASSYGQNTEAFF. Result: 0 (the TCR does not bind to the epitope). (2) The epitope is LPRRSGAAGA. The TCR CDR3 sequence is CASSGGLAGTYEQYF. Result: 1 (the TCR binds to the epitope). (3) The epitope is VLWAHGFEL. The TCR CDR3 sequence is CASTRDFGGNEQFF. Result: 1 (the TCR binds to the epitope).